From a dataset of Full USPTO retrosynthesis dataset with 1.9M reactions from patents (1976-2016). Predict the reactants needed to synthesize the given product. (1) Given the product [CH:26]([OH:28])=[O:27].[NH2:16][C:10]1[O:11][CH2:12][C:13]([F:14])([F:15])[C@:8]([C:6]2[CH:7]=[C:2]([NH:1][C:26]([C:24]3[N:25]=[C:21]([CH2:20][F:19])[O:22][CH:23]=3)=[O:27])[CH:3]=[CH:4][C:5]=2[F:18])([CH3:17])[N:9]=1, predict the reactants needed to synthesize it. The reactants are: [NH2:1][C:2]1[CH:3]=[CH:4][C:5]([F:18])=[C:6]([C@:8]2([CH3:17])[C:13]([F:15])([F:14])[CH2:12][O:11][C:10]([NH2:16])=[N:9]2)[CH:7]=1.[F:19][CH2:20][C:21]1[O:22][CH:23]=[C:24]([C:26]([OH:28])=[O:27])[N:25]=1. (2) The reactants are: C[O:2][C:3]([CH:5]1[CH2:9][CH:8]([NH:10][CH2:11][C:12]2[CH:17]=[C:16]([C:18]([F:21])([F:20])[F:19])[CH:15]=[C:14]([C:22]([F:25])([F:24])[F:23])[CH:13]=2)[CH2:7][N:6]1[CH2:26][C:27]1[CH:32]=[CH:31][CH:30]=[CH:29][CH:28]=1)=[O:4].[Li+].[OH-]. Given the product [CH2:26]([N:6]1[CH2:7][CH:8]([NH:10][CH2:11][C:12]2[CH:17]=[C:16]([C:18]([F:19])([F:20])[F:21])[CH:15]=[C:14]([C:22]([F:25])([F:23])[F:24])[CH:13]=2)[CH2:9][CH:5]1[C:3]([OH:4])=[O:2])[C:27]1[CH:28]=[CH:29][CH:30]=[CH:31][CH:32]=1, predict the reactants needed to synthesize it. (3) The reactants are: [NH2:1][C:2]1[CH:7]=[CH:6][C:5]([O:8][C:9]2[CH:14]=[CH:13][C:12]([S:15]([CH3:18])(=[O:17])=[O:16])=[CH:11][CH:10]=2)=[CH:4][C:3]=1[OH:19].Cl.[N:21]([O-])=O.[Na+].[OH-].[K+].[CH3:27][CH:28](C(=O)C)[C:29]([O:31][CH2:32][CH3:33])=[O:30]. Given the product [OH:19][C:3]1[CH:4]=[C:5]([O:8][C:9]2[CH:10]=[CH:11][C:12]([S:15]([CH3:18])(=[O:17])=[O:16])=[CH:13][CH:14]=2)[CH:6]=[CH:7][C:2]=1[NH:1][N:21]=[C:28]([CH3:27])[C:29]([O:31][CH2:32][CH3:33])=[O:30], predict the reactants needed to synthesize it.